From a dataset of Full USPTO retrosynthesis dataset with 1.9M reactions from patents (1976-2016). Predict the reactants needed to synthesize the given product. (1) Given the product [Cl:1][C:2]1[N:7]=[C:6]([Cl:8])[N:5]=[C:4]([O:19][C:12]2[C:13]([CH3:18])=[CH:14][C:15]([CH3:17])=[CH:16][C:11]=2[CH3:10])[N:3]=1, predict the reactants needed to synthesize it. The reactants are: [Cl:1][C:2]1[N:7]=[C:6]([Cl:8])[N:5]=[C:4](Cl)[N:3]=1.[CH3:10][C:11]1[CH:16]=[C:15]([CH3:17])[CH:14]=[C:13]([CH3:18])[C:12]=1[OH:19].[OH-].[Na+].CCOC(C)=O. (2) Given the product [Br:1][C:2]1[CH:7]=[N:6][CH:5]=[C:4]([CH2:8][Br:11])[CH:3]=1, predict the reactants needed to synthesize it. The reactants are: [Br:1][C:2]1[CH:3]=[C:4]([CH2:8]O)[CH:5]=[N:6][CH:7]=1.P(Br)(Br)[Br:11].CCN(CC)CC. (3) Given the product [Cl:1][C:2]1[C:16]([Cl:17])=[C:15]([CH2:18][CH2:19][CH:20]([O:36][CH3:40])[C:21]2[S:22][C:23]([C:26]3[CH:31]=[CH:30][CH:29]=[C:28]([C:32]([F:33])([F:34])[F:35])[CH:27]=3)=[CH:24][CH:25]=2)[CH:14]=[CH:13][C:3]=1[O:4][C:5]([CH3:11])([CH3:12])[C:6]([O:8][CH2:9][CH3:10])=[O:7], predict the reactants needed to synthesize it. The reactants are: [Cl:1][C:2]1[C:16]([Cl:17])=[C:15]([CH2:18][CH2:19][CH:20]([OH:36])[C:21]2[S:22][C:23]([C:26]3[CH:31]=[CH:30][CH:29]=[C:28]([C:32]([F:35])([F:34])[F:33])[CH:27]=3)=[CH:24][CH:25]=2)[CH:14]=[CH:13][C:3]=1[O:4][C:5]([CH3:12])([CH3:11])[C:6]([O:8][CH2:9][CH3:10])=[O:7].[H-].[Na+].I[CH3:40]. (4) Given the product [CH3:29][C:28]1([CH3:30])[O:27][B:26]([C:2]2[CH:3]=[C:4]3[C:8](=[CH:9][CH:10]=2)[N:7]([C:11]([O:13][C:14]([CH3:17])([CH3:16])[CH3:15])=[O:12])[N:6]=[CH:5]3)[O:25][C:24]1([CH3:40])[CH3:23], predict the reactants needed to synthesize it. The reactants are: Br[C:2]1[CH:3]=[C:4]2[C:8](=[CH:9][CH:10]=1)[N:7]([C:11]([O:13][C:14]([CH3:17])([CH3:16])[CH3:15])=[O:12])[N:6]=[CH:5]2.CC([O-])=O.[K+].[CH3:23][C:24]1([CH3:40])[C:28]([CH3:30])([CH3:29])[O:27][B:26]([B:26]2[O:27][C:28]([CH3:30])([CH3:29])[C:24]([CH3:40])([CH3:23])[O:25]2)[O:25]1. (5) Given the product [Cl:33][C:29]1[CH:28]=[C:27]2[C:32]([C:23]([NH:1][CH2:2][C:3]([N:5]3[CH2:9][CH2:8][CH:7]([N:10]4[CH2:11][CH2:12][CH:13]([C:16]5[CH:17]=[CH:18][CH:19]=[CH:20][CH:21]=5)[CH2:14][CH2:15]4)[CH2:6]3)=[O:4])=[N:24][CH:25]=[N:26]2)=[CH:31][CH:30]=1, predict the reactants needed to synthesize it. The reactants are: [NH2:1][CH2:2][C:3]([N:5]1[CH2:9][CH2:8][CH:7]([N:10]2[CH2:15][CH2:14][CH:13]([C:16]3[CH:21]=[CH:20][CH:19]=[CH:18][CH:17]=3)[CH2:12][CH2:11]2)[CH2:6]1)=[O:4].Cl[C:23]1[C:32]2[C:27](=[CH:28][C:29]([Cl:33])=[CH:30][CH:31]=2)[N:26]=[CH:25][N:24]=1.CCN(C(C)C)C(C)C. (6) Given the product [OH:8][N:9]1[C:14]2[N:15]=[CH:16][N:17]=[CH:18][C:13]=2[C:12]([CH2:19][CH2:20][C:21]2[CH:22]=[CH:23][CH:24]=[CH:25][CH:26]=2)=[CH:11][C:10]1=[O:27], predict the reactants needed to synthesize it. The reactants are: C([O:8][N:9]1[C:14]2[N:15]=[CH:16][N:17]=[CH:18][C:13]=2[C:12](/[CH:19]=[CH:20]/[C:21]2[CH:26]=[CH:25][CH:24]=[CH:23][CH:22]=2)=[CH:11][C:10]1=[O:27])C1C=CC=CC=1.CO.[H][H]. (7) Given the product [Cl:1][C:2]1[C:7]([F:8])=[CH:6][CH:5]=[C:4]([Cl:9])[C:3]=1[C@H:10]([O:12][C:13]1[C:18]([NH2:19])=[N:17][CH:16]=[C:15]2[N:20]([CH3:25])[CH:21]=[CH:22][C:14]=12)[CH3:11], predict the reactants needed to synthesize it. The reactants are: [Cl:1][C:2]1[C:7]([F:8])=[CH:6][CH:5]=[C:4]([Cl:9])[C:3]=1[C@H:10]([O:12][C:13]1[C:18]([NH2:19])=[N:17][CH:16]=[C:15]2[NH:20][CH:21]=[CH:22][C:14]=12)[CH3:11].CI.[C:25](OCC)(=O)C.